From a dataset of Full USPTO retrosynthesis dataset with 1.9M reactions from patents (1976-2016). Predict the reactants needed to synthesize the given product. (1) Given the product [NH2:13][C@H:14]([C:20]([OH:21])=[O:6])[CH2:15][CH2:16][CH2:17][CH2:18][NH2:19].[NH2:1][C@:2]1([C@H:10]([CH3:12])[OH:11])[O:7][C:5](=[O:6])[C:4]([OH:8])=[C:3]1[O-:9], predict the reactants needed to synthesize it. The reactants are: [NH2:1][C@:2]1([C@H:10]([CH3:12])[OH:11])[O:7][C:5](=[O:6])[C:4]([OH:8])=[C:3]1[O-:9].[NH2:13][C@H:14]([C:20](Cl)=[O:21])[CH2:15][CH2:16][CH2:17][CH2:18][NH2:19]. (2) Given the product [CH2:47]([NH:46][C:45]([NH:44][C:32]1[N:31]=[CH:30][C:29]([C:25]2[CH:24]=[C:23]3[C:28](=[N:27][CH:26]=2)[N:19]([C@@H:14]([CH2:15][CH:16]([CH3:18])[CH3:17])[CH2:13][O:12][P:9]([OH:11])([OH:10])=[O:8])[CH:20]=[C:21]([C:51]([OH:53])=[O:52])[C:22]3=[O:50])=[C:34]([C:35]2[S:36][CH:37]=[C:38]([C:40]([F:41])([F:43])[F:42])[N:39]=2)[CH:33]=1)=[O:49])[CH3:48], predict the reactants needed to synthesize it. The reactants are: C([O:8][P:9]([O:12][CH2:13][C@@H:14]([N:19]1[C:28]2[C:23](=[CH:24][C:25]([C:29]3[CH:30]=[N:31][C:32]([NH:44][C:45](=[O:49])[NH:46][CH2:47][CH3:48])=[CH:33][C:34]=3[C:35]3[S:36][CH:37]=[C:38]([C:40]([F:43])([F:42])[F:41])[N:39]=3)=[CH:26][N:27]=2)[C:22](=[O:50])[C:21]([C:51]([OH:53])=[O:52])=[CH:20]1)[CH2:15][CH:16]([CH3:18])[CH3:17])([OH:11])=[O:10])C1C=CC=CC=1.C[Si](Br)(C)C. (3) Given the product [Br:25][C:9]1[CH:8]=[CH:7][C:6]2[C:5]3[C:13](=[CH:14][C:2]([Br:1])=[CH:3][CH:4]=3)[C:12]([CH2:19][CH2:20][O:21][CH3:22])([CH2:15][CH2:16][O:17][CH3:18])[C:11]=2[CH:10]=1, predict the reactants needed to synthesize it. The reactants are: [Br:1][C:2]1[CH:14]=[C:13]2[C:5]([C:6]3[CH:7]=[CH:8][C:9](C#N)=[CH:10][C:11]=3[C:12]2([CH2:19][CH2:20][O:21][CH3:22])[CH2:15][CH2:16][O:17][CH3:18])=[CH:4][CH:3]=1.[Br:25]C1C=CC2C3C(=CC(Br)=CC=3)CC=2C=1.[H-].[Na+].ClCCOC. (4) Given the product [Br:1][C:2]1[CH:7]=[CH:6][C:5]([NH:8][C:9]2[C:10]([C:19]([NH2:25])=[O:20])=[N:11][C:12]3[N:13]([N:16]=[CH:17][CH:18]=3)[C:14]=2[F:15])=[C:4]([F:22])[CH:3]=1, predict the reactants needed to synthesize it. The reactants are: [Br:1][C:2]1[CH:7]=[CH:6][C:5]([NH:8][C:9]2[C:10]([C:19](O)=[O:20])=[N:11][C:12]3[N:13]([N:16]=[CH:17][CH:18]=3)[C:14]=2[F:15])=[C:4]([F:22])[CH:3]=1.CC[N:25]=C=NCCCN(C)C.C1C=CC2N(O)N=NC=2C=1.[NH4+].[Cl-].CCN(CC)CC. (5) Given the product [CH3:1][N:2]([CH3:20])[C:3]([C:5]1[N:14]([CH:15]2[CH2:19][CH2:18][CH2:17][CH2:16]2)[C:8]2[N:9]=[C:10]([NH:21][C:22]3[CH:23]=[CH:24][C:25]([N:28]4[CH2:33][CH2:32][NH:31][C:30]([CH3:38])([CH3:37])[CH2:29]4)=[CH:26][N:27]=3)[N:11]=[CH:12][C:7]=2[CH:6]=1)=[O:4], predict the reactants needed to synthesize it. The reactants are: [CH3:1][N:2]([CH3:20])[C:3]([C:5]1[N:14]([CH:15]2[CH2:19][CH2:18][CH2:17][CH2:16]2)[C:8]2[N:9]=[C:10](Cl)[N:11]=[CH:12][C:7]=2[CH:6]=1)=[O:4].[NH2:21][C:22]1[N:27]=[CH:26][C:25]([N:28]2[CH2:33][CH2:32][N:31](C(O)=O)[C:30]([CH3:38])([CH3:37])[CH2:29]2)=[CH:24][CH:23]=1. (6) Given the product [NH2:37][N:5]1[N:4]=[C:3]([C:2]([F:1])([F:14])[F:15])[C:12]2[C:7](=[CH:8][CH:9]=[CH:10][CH:11]=2)[C:6]1=[O:13], predict the reactants needed to synthesize it. The reactants are: [F:1][C:2]([F:15])([F:14])[C:3]1[C:12]2[C:7](=[CH:8][CH:9]=[CH:10][CH:11]=2)[C:6](=[O:13])[NH:5][N:4]=1.CC([O-])(C)C.[K+].C1(P(O[NH2:37])(C2C=CC=CC=2)=O)C=CC=CC=1.